From a dataset of Peptide-MHC class II binding affinity with 134,281 pairs from IEDB. Regression. Given a peptide amino acid sequence and an MHC pseudo amino acid sequence, predict their binding affinity value. This is MHC class II binding data. (1) The peptide sequence is VLGLPAIKAWVAKRP. The MHC is DRB1_0401 with pseudo-sequence DRB1_0401. The binding affinity (normalized) is 0.239. (2) The binding affinity (normalized) is 0.650. The MHC is HLA-DQA10101-DQB10501 with pseudo-sequence HLA-DQA10101-DQB10501. The peptide sequence is SGVLLNHFGLVEARY. (3) The peptide sequence is TVWAQSAAFPAFKPE. The MHC is HLA-DPA10201-DPB10501 with pseudo-sequence HLA-DPA10201-DPB10501. The binding affinity (normalized) is 0.0647. (4) The binding affinity (normalized) is 0.625. The MHC is DRB1_0701 with pseudo-sequence DRB1_0701. The peptide sequence is AAEWDRVHPVHAGPIP. (5) The MHC is HLA-DQA10401-DQB10402 with pseudo-sequence HLA-DQA10401-DQB10402. The peptide sequence is INEPTAAAICYGLDR. The binding affinity (normalized) is 0.302. (6) The peptide sequence is EKKKRGGKEEITPHC. The MHC is DRB1_0101 with pseudo-sequence DRB1_0101. The binding affinity (normalized) is 0. (7) The peptide sequence is AAATAGTTVYGAFAW. The MHC is HLA-DQA10401-DQB10402 with pseudo-sequence HLA-DQA10401-DQB10402. The binding affinity (normalized) is 0.